From a dataset of Reaction yield outcomes from USPTO patents with 853,638 reactions. Predict the reaction yield, written as a fraction of the theoretical maximum amount of product (1.0 means a 100% yield; for example, 0.34 means a 34% yield). (1) The reactants are [CH2:1]([O:3][C:4](=[O:26])[NH:5][C:6]1[CH:11]=[CH:10][CH:9]=[C:8]([C:12]2[N:13]([CH2:24][CH3:25])[C:14]3[C:19]([C:20]=2[C:21]#[N:22])=[CH:18][CH:17]=[C:16]([OH:23])[CH:15]=3)[CH:7]=1)[CH3:2].C([O-])([O-])=O.[K+].[K+].Br[CH2:34][CH2:35][CH2:36]Cl.O. The catalyst is CN(C=O)C. The product is [CH2:1]([O:3][C:4](=[O:26])[NH:5][C:6]1[CH:11]=[CH:10][CH:9]=[C:8]([C:12]2[N:13]([CH2:24][CH3:25])[C:14]3[C:19]([C:20]=2[C:21]#[N:22])=[CH:18][CH:17]=[C:16]([O:23][CH2:34][CH2:35][CH2:36][N:13]2[CH2:14][CH2:19][CH2:20][CH2:12]2)[CH:15]=3)[CH:7]=1)[CH3:2]. The yield is 0.890. (2) The reactants are [NH2:1][C:2]1[CH:3]=[C:4]([CH:7]=[CH:8][C:9]=1[S:10][CH2:11][C:12]1[CH:17]=[CH:16][CH:15]=[CH:14][CH:13]=1)[C:5]#[N:6].[O:18]1[C:22]2[CH:23]=[CH:24][CH:25]=[CH:26][C:21]=2[CH:20]=[C:19]1[S:27](Cl)(=[O:29])=[O:28]. The catalyst is N1C=CC=CC=1. The product is [CH2:11]([S:10][C:9]1[CH:8]=[CH:7][C:4]([C:5]#[N:6])=[CH:3][C:2]=1[NH:1][S:27]([C:19]1[O:18][C:22]2[CH:23]=[CH:24][CH:25]=[CH:26][C:21]=2[CH:20]=1)(=[O:28])=[O:29])[C:12]1[CH:17]=[CH:16][CH:15]=[CH:14][CH:13]=1. The yield is 0.650. (3) The reactants are [N+](=[CH2:3])=[N-].C[SiH](C)C.[C:8]([O:12][C:13]([N:15]1[CH2:19][C:18](=[O:20])[CH2:17][C@H:16]1[C:21]([OH:23])=[O:22])=[O:14])([CH3:11])([CH3:10])[CH3:9]. The catalyst is C(Cl)Cl.CO. The product is [O:20]=[C:18]1[CH2:19][N:15]([C:13]([O:12][C:8]([CH3:11])([CH3:9])[CH3:10])=[O:14])[C@H:16]([C:21]([O:23][CH3:3])=[O:22])[CH2:17]1. The yield is 0.990. (4) The reactants are [CH:1]1([C:4]2[N:9]=[C:8](Cl)[C:7]([Cl:11])=[C:6]([C:12]([O:14][CH3:15])=[O:13])[N:5]=2)[CH2:3][CH2:2]1.Cl.[CH3:17][NH:18][CH3:19].C(N(CC)CC)C.ClCCl. The catalyst is C(OCC)(=O)C. The product is [Cl:11][C:7]1[C:8]([N:18]([CH3:19])[CH3:17])=[N:9][C:4]([CH:1]2[CH2:3][CH2:2]2)=[N:5][C:6]=1[C:12]([O:14][CH3:15])=[O:13]. The yield is 0.900. (5) The reactants are [CH2:1]([C:3]1[C:11]2[C:6](=[N:7][CH:8]=[C:9]3[CH:14]=[N:13][NH:12][C:10]3=2)[NH:5][CH:4]=1)[CH3:2].[H-].[Na+].[S:17](Cl)([C:20]1[CH:26]=[CH:25][C:23]([CH3:24])=[CH:22][CH:21]=1)(=[O:19])=[O:18].[CH3:28]N(C=O)C. No catalyst specified. The product is [CH2:1]([C:3]1[C:11]2[C:6](=[N:7][CH:8]=[C:9]3[CH:14]=[N:13][N:12]([CH3:28])[C:10]3=2)[N:5]([S:17]([C:20]2[CH:26]=[CH:25][C:23]([CH3:24])=[CH:22][CH:21]=2)(=[O:19])=[O:18])[CH:4]=1)[CH3:2]. The yield is 0.780. (6) The reactants are C([O-])([O-])=O.[K+].[K+].[NH2:7][C:8]1[CH:15]=[CH:14][C:11]([C:12]#[N:13])=[CH:10][CH:9]=1.Br[CH2:17][C@@H:18]([F:22])[CH2:19][CH2:20]Br. The catalyst is CC#N. The product is [F:22][C@H:18]1[CH2:19][CH2:20][N:7]([C:8]2[CH:15]=[CH:14][C:11]([C:12]#[N:13])=[CH:10][CH:9]=2)[CH2:17]1. The yield is 0.140. (7) The reactants are Cl[CH:2]([C:8](=O)[CH:9]([CH3:11])[CH3:10])[C:3]([O:5][CH2:6][CH3:7])=[O:4].C(O)C.[Cl:16][C:17]1[CH:22]=[CH:21][C:20]([C@H:23]2[NH:27][C:26](=[S:28])[NH:25][C@:24]2([C:30]2[CH:31]=[N:32][C:33]([Cl:36])=[CH:34][CH:35]=2)[CH3:29])=[CH:19][C:18]=1[F:37]. The catalyst is C(OCC)(=O)C. The product is [Cl:16][C:17]1[CH:22]=[CH:21][C:20]([C@H:23]2[N:27]3[C:26]([S:28][C:2]([C:3]([O:5][CH2:6][CH3:7])=[O:4])=[C:8]3[CH:9]([CH3:11])[CH3:10])=[N:25][C@:24]2([C:30]2[CH:31]=[N:32][C:33]([Cl:36])=[CH:34][CH:35]=2)[CH3:29])=[CH:19][C:18]=1[F:37]. The yield is 0.760.